From a dataset of Catalyst prediction with 721,799 reactions and 888 catalyst types from USPTO. Predict which catalyst facilitates the given reaction. (1) Reactant: Br[CH:2]([CH3:5])[C:3]#[N:4].[CH3:6][C:7]1([CH3:18])[O:12][C:11](=[O:13])[NH:10][C:9]2[CH:14]=[CH:15][CH:16]=[CH:17][C:8]1=2.C(=O)([O-])[O-].[K+].[K+]. Product: [CH3:6][C:7]1([CH3:18])[O:12][C:11](=[O:13])[N:10]([CH2:5][CH2:2][C:3]#[N:4])[C:9]2[CH:14]=[CH:15][CH:16]=[CH:17][C:8]1=2. The catalyst class is: 10. (2) Reactant: [NH:1]([C:7]([O:9][C:10]([CH3:13])([CH3:12])[CH3:11])=[O:8])[C@H:2]([C:4]([OH:6])=O)[CH3:3].[NH2:14][C@H:15]([C:17]([O:19][CH3:20])=[O:18])[CH3:16].C1(N=C=NC2CCCCC2)CCCCC1.C(N(CC)CC)C. Product: [NH:1]([C:7]([O:9][C:10]([CH3:13])([CH3:12])[CH3:11])=[O:8])[C@H:2]([C:4]([NH:14][C@H:15]([C:17]([O:19][CH3:20])=[O:18])[CH3:16])=[O:6])[CH3:3]. The catalyst class is: 4.